Task: Predict the reactants needed to synthesize the given product.. Dataset: Full USPTO retrosynthesis dataset with 1.9M reactions from patents (1976-2016) (1) Given the product [NH2:31][C:32]1[N:27]([CH2:28][CH2:29][CH3:30])[CH2:26][C:3]2[C:2](=[CH:7][CH:6]=[C:5]([S:8]([C:10]3[CH:11]=[C:12]([NH:16][S:17]([C:20]4[CH:25]=[CH:24][CH:23]=[CH:22][CH:21]=4)(=[O:19])=[O:18])[CH:13]=[CH:14][CH:15]=3)=[O:9])[CH:4]=2)[N:1]=1, predict the reactants needed to synthesize it. The reactants are: [NH2:1][C:2]1[CH:7]=[CH:6][C:5]([S:8]([C:10]2[CH:11]=[C:12]([NH:16][S:17]([C:20]3[CH:25]=[CH:24][CH:23]=[CH:22][CH:21]=3)(=[O:19])=[O:18])[CH:13]=[CH:14][CH:15]=2)=[O:9])=[CH:4][C:3]=1[CH2:26][NH:27][CH2:28][CH2:29][CH3:30].[N:31]#[C:32]Br. (2) Given the product [C:28]([C:2]1[CH:3]=[C:4]([C:19]([O:21][CH3:22])=[O:20])[CH:5]=[C:6]2[C:11]=1[O:10][C:9]([N:12]1[CH2:17][CH2:16][O:15][CH2:14][CH2:13]1)=[CH:8][C:7]2=[O:18])(=[O:30])[CH3:29], predict the reactants needed to synthesize it. The reactants are: Br[C:2]1[CH:3]=[C:4]([C:19]([O:21][CH3:22])=[O:20])[CH:5]=[C:6]2[C:11]=1[O:10][C:9]([N:12]1[CH2:17][CH2:16][O:15][CH2:14][CH2:13]1)=[CH:8][C:7]2=[O:18].C([Sn](CCCC)(CCCC)[C:28]([O:30]CC)=[CH2:29])CCC. (3) Given the product [C:1]([C:4]1[CH:9]=[CH:8][C:7]([S:10]([NH:24][O:23][CH3:22])(=[O:12])=[O:11])=[CH:6][CH:5]=1)(=[O:3])[CH3:2], predict the reactants needed to synthesize it. The reactants are: [C:1]([C:4]1[CH:9]=[CH:8][C:7]([S:10](Cl)(=[O:12])=[O:11])=[CH:6][CH:5]=1)(=[O:3])[CH3:2].CCN(CC)CC.Cl.[CH3:22][O:23][NH2:24].O.